This data is from Forward reaction prediction with 1.9M reactions from USPTO patents (1976-2016). The task is: Predict the product of the given reaction. (1) Given the reactants [C:1]([C:5]1[CH:6]=[C:7]([NH:11][C:12](=[O:25])[C:13]2[CH:18]=[CH:17][C:16]([N:19]3[CH2:24][CH2:23][NH:22][CH2:21][CH2:20]3)=[N:15][CH:14]=2)[CH:8]=[CH:9][CH:10]=1)([CH3:4])([CH3:3])[CH3:2].[C:26]([O:30][C:31](=[O:39])[C:32]1[CH:37]=[CH:36][C:35](Br)=[CH:34][CH:33]=1)([CH3:29])([CH3:28])[CH3:27].C(C1C=C(NC(C2C=CC(N3CCN(C4C=CC(C(O)=O)=CC=4)CC3)=C(F)C=2)=O)C=CC=1)(C)(C)C, predict the reaction product. The product is: [C:26]([O:30][C:31](=[O:39])[C:32]1[CH:37]=[CH:36][C:35]([N:22]2[CH2:23][CH2:24][N:19]([C:16]3[CH:17]=[CH:18][C:13]([C:12](=[O:25])[NH:11][C:7]4[CH:8]=[CH:9][CH:10]=[C:5]([C:1]([CH3:4])([CH3:2])[CH3:3])[CH:6]=4)=[CH:14][N:15]=3)[CH2:20][CH2:21]2)=[CH:34][CH:33]=1)([CH3:29])([CH3:27])[CH3:28]. (2) Given the reactants [N+:1](=[C:3]1[C:8](=[O:9])[CH2:7][CH2:6][CH2:5][C:4]1=[O:10])=[N-].[Br:11][C:12]1[CH:13]=[C:14]([CH:16]=[CH:17][C:18]=1[F:19])N, predict the reaction product. The product is: [Br:11][C:12]1[CH:13]=[C:14]([N:1]([C:3]2[C:8](=[O:9])[CH2:7][CH2:6][CH2:5][C:4]=2[OH:10])[C:3]2[C:8](=[O:9])[CH2:7][CH2:6][CH2:5][C:4]=2[OH:10])[CH:16]=[CH:17][C:18]=1[F:19]. (3) The product is: [NH2:25][C:21]1[CH:22]=[C:23]2[C:18](=[CH:19][CH:20]=1)[NH:17][C:16]([C:14]([N:11]1[CH2:12][CH2:13][CH:8]([CH2:1][C:2]3[CH:7]=[CH:6][CH:5]=[CH:4][CH:3]=3)[CH2:9][CH2:10]1)=[O:15])=[CH:24]2. Given the reactants [CH2:1]([CH:8]1[CH2:13][CH2:12][N:11]([C:14]([C:16]2[NH:17][C:18]3[C:23]([CH:24]=2)=[CH:22][C:21]([N+:25]([O-])=O)=[CH:20][CH:19]=3)=[O:15])[CH2:10][CH2:9]1)[C:2]1[CH:7]=[CH:6][CH:5]=[CH:4][CH:3]=1, predict the reaction product. (4) Given the reactants [Cl:1][C:2]1[N:7]=[C:6]([Cl:8])[CH:5]=[C:4](Cl)[N:3]=1.Cl.[NH:11]1[CH2:16][CH2:15][CH:14]([C:17]2[C:25]3[C:20](=[N:21][CH:22]=[CH:23][CH:24]=3)[NH:19][N:18]=2)[CH2:13][CH2:12]1, predict the reaction product. The product is: [Cl:1][C:2]1[N:3]=[C:4]([N:11]2[CH2:12][CH2:13][CH:14]([C:17]3[C:25]4[C:20](=[N:21][CH:22]=[CH:23][CH:24]=4)[NH:19][N:18]=3)[CH2:15][CH2:16]2)[CH:5]=[C:6]([Cl:8])[N:7]=1. (5) Given the reactants [C:1]([O:4][CH2:5][CH:6]([N:12]1[CH:21]=[CH:20][C:19]2[C:14](=[CH:15][CH:16]=[CH:17][C:18]=2[N+:22]([O-])=O)[C:13]1=[O:25])[CH2:7][O:8][C:9](=[O:11])[CH3:10])(=[O:3])[CH3:2].C(O)C, predict the reaction product. The product is: [C:9]([O:8][CH2:7][CH:6]([N:12]1[CH:21]=[CH:20][C:19]2[C:14](=[CH:15][CH:16]=[CH:17][C:18]=2[NH2:22])[C:13]1=[O:25])[CH2:5][O:4][C:1](=[O:3])[CH3:2])(=[O:11])[CH3:10].